This data is from Forward reaction prediction with 1.9M reactions from USPTO patents (1976-2016). The task is: Predict the product of the given reaction. (1) Given the reactants [NH:1]1[C:5]2=[N:6][CH:7]=[CH:8][C:9]([NH:10][C:11]3[CH:15]=[CH:14][S:13][C:12]=3[C:16]([OH:18])=O)=[C:4]2[CH:3]=[CH:2]1.C(N(C(C)C)CC)(C)C.[C:28]([N:35]1[CH2:39][CH2:38][CH:37]([NH2:40])[CH2:36]1)([O:30][C:31]([CH3:34])([CH3:33])[CH3:32])=[O:29].CN(C(ON1N=NC2C=CC=NC1=2)=[N+](C)C)C.F[P-](F)(F)(F)(F)F, predict the reaction product. The product is: [C:31]([O:30][C:28]([N:35]1[CH2:39][CH2:38][CH:37]([NH:40][C:16]([C:12]2[S:13][CH:14]=[CH:15][C:11]=2[NH:10][C:9]2[CH:8]=[CH:7][N:6]=[C:5]3[NH:1][CH:2]=[CH:3][C:4]=23)=[O:18])[CH2:36]1)=[O:29])([CH3:34])([CH3:32])[CH3:33]. (2) The product is: [P:17]([O-:21])([O-:20])([O-:19])=[O:18].[Ca+2:16].[P:17]([O-:21])([O-:20])([O-:19])=[O:18].[Ca+2:16].[Ca+2:16]. Given the reactants C(O)(=O)CC(CC(O)=O)(C(O)=O)O.[OH-].[OH-].[Ca+2:16].[P:17](=[O:21])([OH:20])([OH:19])[OH:18].[OH-].[K+], predict the reaction product. (3) Given the reactants [Cl:1][C:2]1[CH:11]=[CH:10][CH:9]=[C:8]2[C:3]=1[C:4](=[O:28])[N:5]([C:22]1[CH:27]=[CH:26][CH:25]=[CH:24][CH:23]=1)[C:6]([C@@H:12]([NH:14]C(=O)OC(C)(C)C)[CH3:13])=[N:7]2.Cl, predict the reaction product. The product is: [NH2:14][C@H:12]([C:6]1[N:5]([C:22]2[CH:23]=[CH:24][CH:25]=[CH:26][CH:27]=2)[C:4](=[O:28])[C:3]2[C:8](=[CH:9][CH:10]=[CH:11][C:2]=2[Cl:1])[N:7]=1)[CH3:13]. (4) Given the reactants C([O:5][C:6]([C:8]1[CH:12]=[CH:11][N:10]([C:13]2[CH:18]=[CH:17][C:16](Cl)=[CH:15][N:14]=2)[CH:9]=1)=[O:7])(C)(C)C.[CH:20]1(P(C2CCCCC2)C2C=CC=CC=2C2C(OC)=CC=CC=2OC)CCCC[CH2:21]1.C(B1OC(C)(C)C(C)(C)O1)=C.P([O-])([O-])([O-])=O.[K+].[K+].[K+], predict the reaction product. The product is: [CH2:20]([C:16]1[CH:17]=[CH:18][C:13]([N:10]2[CH:11]=[CH:12][C:8]([C:6]([OH:5])=[O:7])=[CH:9]2)=[N:14][CH:15]=1)[CH3:21]. (5) The product is: [CH3:1][NH:2][C:3]([C:5]1[NH:6][C:7]([C:13]([CH3:16])([CH3:15])[CH3:14])=[CH:8][C:9]=1[NH2:10])=[O:4]. Given the reactants [CH3:1][NH:2][C:3]([C:5]1[NH:6][C:7]([C:13]([CH3:16])([CH3:15])[CH3:14])=[CH:8][C:9]=1[N+:10]([O-])=O)=[O:4], predict the reaction product. (6) Given the reactants [N:1]1([CH2:5][CH2:6][CH2:7][N:8]2[C:16]([O:17]C)=[N:15][C:14]3[C:9]2=[N:10][C:11]([O:20][CH2:21][CH2:22][CH2:23][CH3:24])=[N:12][C:13]=3[NH2:19])[CH2:4][CH2:3][CH2:2]1.Cl.O1CCOCC1, predict the reaction product. The product is: [NH2:19][C:13]1[N:12]=[C:11]([O:20][CH2:21][CH2:22][CH2:23][CH3:24])[N:10]=[C:9]2[C:14]=1[NH:15][C:16](=[O:17])[N:8]2[CH2:7][CH2:6][CH2:5][N:1]1[CH2:2][CH2:3][CH2:4]1.